This data is from Catalyst prediction with 721,799 reactions and 888 catalyst types from USPTO. The task is: Predict which catalyst facilitates the given reaction. (1) The catalyst class is: 80. Reactant: [NH2:1][C:2]1[CH:10]=[C:9]([O:11][CH3:12])[CH:8]=[C:7]([O:13][CH3:14])[C:3]=1[C:4]([NH2:6])=[O:5].[F:15][C:16]1[N:21]=[C:20]([CH:22]=O)[CH:19]=[CH:18][CH:17]=1.OS([O-])=O.[Na+].O.C1(C)C=CC(S(O)(=O)=O)=CC=1. Product: [F:15][C:16]1[N:21]=[C:20]([C:22]2[NH:6][C:4](=[O:5])[C:3]3[C:2](=[CH:10][C:9]([O:11][CH3:12])=[CH:8][C:7]=3[O:13][CH3:14])[N:1]=2)[CH:19]=[CH:18][CH:17]=1. (2) Reactant: [CH3:1][S:2]([C:5]1[CH:10]=[CH:9][CH:8]=[CH:7][C:6]=1[C:11]1[C:20]([C:21]([O:23]C)=O)=[CH:19][C:18]2[C:13](=[CH:14][CH:15]=[CH:16][N:17]=2)[N:12]=1)(=[O:4])=[O:3].[CH3:25]C(C[AlH]CC(C)C)C. Product: [CH3:25][CH:21]([C:20]1[C:11]([C:6]2[CH:7]=[CH:8][CH:9]=[CH:10][C:5]=2[S:2]([CH3:1])(=[O:4])=[O:3])=[N:12][C:13]2[C:18]([CH:19]=1)=[N:17][CH:16]=[CH:15][CH:14]=2)[OH:23]. The catalyst class is: 2. (3) Product: [Br:17][C:15]([Br:16])([Br:18])[S:12]([C:9]1[CH:8]=[CH:7][C:6]([O:5][CH2:4][C:3]([OH:19])=[O:2])=[CH:11][CH:10]=1)(=[O:13])=[O:14]. Reactant: C[O:2][C:3](=[O:19])[CH2:4][O:5][C:6]1[CH:11]=[CH:10][C:9]([S:12]([C:15]([Br:18])([Br:17])[Br:16])(=[O:14])=[O:13])=[CH:8][CH:7]=1.[OH-].[Na+].Cl. The catalyst class is: 12. (4) Reactant: [NH2:1][CH:2]1[CH2:7][CH2:6][CH:5]([O:8][C:9](=[O:11])[CH3:10])[CH2:4][CH:3]1[C:12]1[CH:17]=[CH:16][C:15]([O:18][CH3:19])=[C:14]([O:20][CH3:21])[CH:13]=1.[CH3:22][O:23][C:24](=[O:34])[C:25]1[CH:33]=[CH:32][C:28]([C:29](O)=[O:30])=[CH:27][CH:26]=1.Cl.C(N=C=NCCCN(C)C)C.Cl. Product: [CH3:22][O:23][C:24]([C:25]1[CH:33]=[CH:32][C:28]([C:29]([NH:1][CH:2]2[CH2:7][CH2:6][CH:5]([O:8][C:9](=[O:11])[CH3:10])[CH2:4][CH:3]2[C:12]2[CH:17]=[CH:16][C:15]([O:18][CH3:19])=[C:14]([O:20][CH3:21])[CH:13]=2)=[O:30])=[CH:27][CH:26]=1)=[O:34]. The catalyst class is: 4. (5) Reactant: [CH:1]1([C:4]2[C:5]([CH2:14][CH2:15]O)=[CH:6][C:7]3[CH2:11][O:10][C:9](=[O:12])[C:8]=3[CH:13]=2)[CH2:3][CH2:2]1.CS(Cl)(=O)=O.[Cl-].[NH4+].C1CCN2C(=NCCC2)CC1. Product: [CH:1]1([C:4]2[C:5]([CH:14]=[CH2:15])=[CH:6][C:7]3[CH2:11][O:10][C:9](=[O:12])[C:8]=3[CH:13]=2)[CH2:3][CH2:2]1. The catalyst class is: 229. (6) Reactant: [C:1]([N:5]1[CH:9]=[C:8]([NH:10][C:11]([NH:13][C:14]2[CH:19]=[C:18]([C:20]3[C:31](=O)[N:30]([CH3:33])[C:23]4[N:24]=[C:25]([NH:28][CH3:29])[N:26]=[CH:27][C:22]=4[CH:21]=3)[C:17]([CH3:34])=[CH:16][C:15]=2[F:35])=[O:12])[CH:7]=[N:6]1)([CH3:4])([CH3:3])[CH3:2].CC1(C)[O:41][CH:40](CN)[CH2:39][O:38]1. Product: [C:1]([N:5]1[CH:9]=[C:8]([NH:10][C:11]([NH:13][C:14]2[CH:19]=[C:18]([C:20]3[CH2:31][N:30]([CH3:33])[C:23]4[N:24]=[C:25]([NH:28][CH2:29][CH:40]([OH:41])[CH2:39][OH:38])[N:26]=[CH:27][C:22]=4[CH:21]=3)[C:17]([CH3:34])=[CH:16][C:15]=2[F:35])=[O:12])[CH:7]=[N:6]1)([CH3:3])([CH3:4])[CH3:2]. The catalyst class is: 1. (7) Reactant: [Cl:1][C:2]([F:37])([F:36])[C:3]1[N:7]2[C:8]3[CH:31]=[CH:30][C:29]([C:32]([F:35])([F:34])[F:33])=[CH:28][C:9]=3[C@@H:10]([C:19]3[CH:24]=[CH:23][CH:22]=[C:21]([O:25][CH3:26])[C:20]=3[CH3:27])[O:11][C@H:12]([CH2:13][C:14]([O:16][CH2:17][CH3:18])=[O:15])[C:6]2=[N:5][N:4]=1.CCCCCC. Product: [Cl:1][C:2]([F:36])([F:37])[C:3]1[N:7]2[C:8]3[CH:31]=[CH:30][C:29]([C:32]([F:35])([F:34])[F:33])=[CH:28][C:9]=3[C@@H:10]([C:19]3[CH:24]=[CH:23][CH:22]=[C:21]([O:25][CH3:26])[C:20]=3[CH3:27])[O:11][C@H:12]([CH2:13][C:14]([O:16][CH2:17][CH3:18])=[O:15])[C:6]2=[N:5][N:4]=1.[Cl:1][C:2]([F:36])([F:37])[C:3]1[N:7]2[C:8]3[CH:31]=[CH:30][C:29]([C:32]([F:35])([F:34])[F:33])=[CH:28][C:9]=3[C@H:10]([C:19]3[CH:24]=[CH:23][CH:22]=[C:21]([O:25][CH3:26])[C:20]=3[CH3:27])[O:11][C@@H:12]([CH2:13][C:14]([O:16][CH2:17][CH3:18])=[O:15])[C:6]2=[N:5][N:4]=1. The catalyst class is: 4.